From a dataset of Full USPTO retrosynthesis dataset with 1.9M reactions from patents (1976-2016). Predict the reactants needed to synthesize the given product. Given the product [CH3:9][C:5]1[CH:4]=[CH:3][C:2]([C:23]2[O:24][CH:25]=[CH:26][N:27]=2)=[CH:7][C:6]=1[NH2:8], predict the reactants needed to synthesize it. The reactants are: I[C:2]1[CH:3]=[CH:4][C:5]([CH3:9])=[C:6]([NH2:8])[CH:7]=1.C([Sn]([C:23]1[O:24][CH:25]=[CH:26][N:27]=1)(CCCC)CCCC)CCC.